From a dataset of Reaction yield outcomes from USPTO patents with 853,638 reactions. Predict the reaction yield, written as a fraction of the theoretical maximum amount of product (1.0 means a 100% yield; for example, 0.34 means a 34% yield). (1) The yield is 0.910. The reactants are C(N(CC)C(C)C)(C)C.FC(F)(F)C(O)=O.[OH:17][C:18]1([C:34]([F:37])([F:36])[F:35])[CH2:23][C:22](=[O:24])[NH:21][C:20]2[NH:25][N:26]=[C:27]([CH:28]3[CH2:33][CH2:32][NH:31][CH2:30][CH2:29]3)[C:19]1=2.ClCCl. The catalyst is C(O)C. The product is [OH:17][C:18]1([C:34]([F:37])([F:36])[F:35])[CH2:23][C:22](=[O:24])[NH:21][C:20]2[NH:25][N:26]=[C:27]([CH:28]3[CH2:29][CH2:30][NH:31][CH2:32][CH2:33]3)[C:19]1=2. (2) The reactants are [CH3:1][C:2]1[CH:12]=[C:11]([CH:13]=[CH2:14])[CH:10]=[CH:9][C:3]=1[C:4]([O:6][CH2:7][CH3:8])=[O:5].Br[CH:16]([C:21]1[CH:26]=[C:25]([Cl:27])[CH:24]=[C:23]([Cl:28])[CH:22]=1)[C:17]([F:20])([F:19])[F:18].N1C=CC=CC=1C1C=CC=CN=1. The catalyst is ClC1C=CC=CC=1Cl.[Cu]Cl. The product is [Cl:27][C:25]1[CH:26]=[C:21]([CH:16]([C:17]([F:20])([F:18])[F:19])/[CH:14]=[CH:13]/[C:11]2[CH:10]=[CH:9][C:3]([C:4]([O:6][CH2:7][CH3:8])=[O:5])=[C:2]([CH3:1])[CH:12]=2)[CH:22]=[C:23]([Cl:28])[CH:24]=1. The yield is 0.400. (3) The reactants are [CH:1]1([C@H:7]([NH:12][C:13]([C:15]2[CH:19]=[C:18]([C:20]3[CH:21]=[N:22][N:23]([CH3:25])[CH:24]=3)[S:17][C:16]=2[NH:26][C:27]([NH:29][C:30]2[C:35]([Cl:36])=[CH:34][CH:33]=[CH:32][C:31]=2[Cl:37])=[O:28])=[O:14])[C:8]([O:10]C)=[O:9])[CH2:6][CH2:5][CH2:4][CH2:3][CH2:2]1.[OH-].[Li+]. The catalyst is C1COCC1. The product is [CH:1]1([C@H:7]([NH:12][C:13]([C:15]2[CH:19]=[C:18]([C:20]3[CH:21]=[N:22][N:23]([CH3:25])[CH:24]=3)[S:17][C:16]=2[NH:26][C:27]([NH:29][C:30]2[C:31]([Cl:37])=[CH:32][CH:33]=[CH:34][C:35]=2[Cl:36])=[O:28])=[O:14])[C:8]([OH:10])=[O:9])[CH2:6][CH2:5][CH2:4][CH2:3][CH2:2]1. The yield is 0.840. (4) The reactants are C([N:8](CC1C=CC=CC=1)[CH:9]1[CH2:13][CH:12]([C:14]([O:16][CH2:17][CH3:18])=[O:15])[CH:11]([CH2:19][CH3:20])[CH2:10]1)C1C=CC=CC=1. The catalyst is CCO. The product is [NH2:8][CH:9]1[CH2:13][CH:12]([C:14]([O:16][CH2:17][CH3:18])=[O:15])[CH:11]([CH2:19][CH3:20])[CH2:10]1. The yield is 0.990. (5) The reactants are [CH3:1][O:2][C:3]1[CH:4]=[C:5]([NH2:26])[CH:6]=[CH:7][C:8]=1[C:9]1[O:10][C:11]([C:14]2[C:15]([C:20]3[CH:25]=[CH:24][CH:23]=[CH:22][CH:21]=3)=[N:16][O:17][C:18]=2[CH3:19])=[N:12][N:13]=1.C(N(CC)C(C)C)(C)C.Br[CH2:37][CH:38]1[CH2:40][CH2:39]1.C[Si]([N-][Si](C)(C)C)(C)C.[K+]. The catalyst is C1COCC1. The product is [CH:38]1([CH2:37][NH:26][C:5]2[CH:6]=[CH:7][C:8]([C:9]3[O:10][C:11]([C:14]4[C:15]([C:20]5[CH:21]=[CH:22][CH:23]=[CH:24][CH:25]=5)=[N:16][O:17][C:18]=4[CH3:19])=[N:12][N:13]=3)=[C:3]([O:2][CH3:1])[CH:4]=2)[CH2:40][CH2:39]1. The yield is 0.150.